Dataset: Retrosynthesis with 50K atom-mapped reactions and 10 reaction types from USPTO. Task: Predict the reactants needed to synthesize the given product. (1) Given the product CNC(=O)c1cccc(Nc2cc(Cl)ncn2)c1, predict the reactants needed to synthesize it. The reactants are: CNC(=O)c1cccc(N)c1.Clc1cc(Cl)ncn1. (2) Given the product CC1CN(c2ccc(N)nc2)CC(C)O1, predict the reactants needed to synthesize it. The reactants are: CC1CN(c2ccc([N+](=O)[O-])nc2)CC(C)O1. (3) Given the product COC(=O)c1cnc(O)c(CCC#N)c1, predict the reactants needed to synthesize it. The reactants are: COC(=O)c1cnc(OC)c(CCC#N)c1. (4) Given the product COc1ccc2c(=O)n(C)c(CBr)c(-c3ccccc3)c2c1, predict the reactants needed to synthesize it. The reactants are: COc1ccc2c(=O)n(C)c(C)c(-c3ccccc3)c2c1.O=C1CCC(=O)N1Br. (5) Given the product CC1CCCN1c1cccc(Nc2cc(-c3cccc(CN4CCCC4)c3)nn3ccnc23)n1, predict the reactants needed to synthesize it. The reactants are: C1CCNC1.CC1CCCN1c1cccc(Nc2cc(-c3cccc(C=O)c3)nn3ccnc23)n1. (6) Given the product CCn1cnc2c1CCC(NC(=O)c1ccc(-c3cccc(F)c3)nc1)C2, predict the reactants needed to synthesize it. The reactants are: CCn1cnc2c1CCC(N)C2.O=C(O)c1ccc(-c2cccc(F)c2)nc1. (7) Given the product NCCSc1ccc(Cl)cc1, predict the reactants needed to synthesize it. The reactants are: NCCBr.Sc1ccc(Cl)cc1.